From a dataset of Forward reaction prediction with 1.9M reactions from USPTO patents (1976-2016). Predict the product of the given reaction. (1) Given the reactants [CH3:1][O:2][C:3]([C:5]1[CH:10]=[CH:9][C:8](Br)=[CH:7][N:6]=1)=[O:4].[O:12]1[CH2:16][CH:15]=[CH:14][CH2:13]1.C([O-])(=O)C.[Na+].C(P(C(C)(C)C)C(C)(C)C)(C)(C)C, predict the reaction product. The product is: [CH3:1][O:2][C:3]([C:5]1[CH:10]=[CH:9][C:8]([C:14]2[CH2:13][O:12][CH2:16][CH:15]=2)=[CH:7][N:6]=1)=[O:4].[CH3:1][O:2][C:3]([C:5]1[CH:10]=[CH:9][C:8]([C:13]2[O:12][CH2:16][CH2:15][CH:14]=2)=[CH:7][N:6]=1)=[O:4]. (2) Given the reactants [CH2:1]([O:8][C:9]1[C:10]2[N:11]([C:15](Br)=[CH:16][N:17]=2)[CH:12]=[CH:13][CH:14]=1)[C:2]1[CH:7]=[CH:6][CH:5]=[CH:4][CH:3]=1.[C:19]([Si:21]([CH3:24])([CH3:23])[CH3:22])#[CH:20].C(NC(C)C)(C)C, predict the reaction product. The product is: [CH2:1]([O:8][C:9]1[C:10]2[N:11]([C:15]([C:20]#[C:19][Si:21]([CH3:24])([CH3:23])[CH3:22])=[CH:16][N:17]=2)[CH:12]=[CH:13][CH:14]=1)[C:2]1[CH:7]=[CH:6][CH:5]=[CH:4][CH:3]=1. (3) Given the reactants C(O[C:6](=O)[NH:7][C@@H:8]([C:30]1[CH:35]=[CH:34][C:33]([O:36][CH2:37][CH2:38][O:39][Si](C(C)(C)C)(C)C)=[CH:32][CH:31]=1)[C:9](=O)[N:10]1[CH2:14][CH2:13][C@H:12]([O:15][CH2:16][CH2:17][O:18][CH2:19][CH2:20][O:21][CH2:22][CH2:23][O:24][C:25]([F:28])([F:27])[F:26])[CH2:11]1)(C)(C)C.[H-].[Al+3].[Li+].[H-].[H-].[H-].C(=O)([O-])[O-].[Na+].[Na+].ClCCl, predict the reaction product. The product is: [CH3:6][NH:7][C@@H:8]([C:30]1[CH:31]=[CH:32][C:33]([O:36][CH2:37][CH2:38][OH:39])=[CH:34][CH:35]=1)[CH2:9][N:10]1[CH2:14][CH2:13][C@H:12]([O:15][CH2:16][CH2:17][O:18][CH2:19][CH2:20][O:21][CH2:22][CH2:23][O:24][C:25]([F:26])([F:28])[F:27])[CH2:11]1. (4) Given the reactants [Cl:1][C:2]1[C:3]([O:12][C:13]2[CH:18]=[C:17]([O:19][CH:20]([CH3:22])[CH3:21])[CH:16]=[CH:15][C:14]=2[CH2:23][CH2:24][CH2:25][OH:26])=[N:4][CH:5]=[C:6]([C:8]([F:11])([F:10])[F:9])[CH:7]=1.[CH2:27]([N:34]1[CH:38]=[C:37]([CH2:39][C:40]([O:42]C)=[O:41])[C:36](O)=[N:35]1)[C:28]1[CH:33]=[CH:32][CH:31]=[CH:30][CH:29]=1.C(P(CCCC)CCCC)CCC.N(C(N1CCCCC1)=O)=NC(N1CCCCC1)=O.O1CCCC1CO.[OH-].[Na+].Cl, predict the reaction product. The product is: [Cl:1][C:2]1[C:3]([O:12][C:13]2[CH:18]=[C:17]([O:19][CH:20]([CH3:21])[CH3:22])[CH:16]=[CH:15][C:14]=2[CH2:23][CH2:24][CH2:25][O:26][C:36]2[C:37]([CH2:39][C:40]([OH:42])=[O:41])=[CH:38][N:34]([CH2:27][C:28]3[CH:33]=[CH:32][CH:31]=[CH:30][CH:29]=3)[N:35]=2)=[N:4][CH:5]=[C:6]([C:8]([F:11])([F:10])[F:9])[CH:7]=1. (5) Given the reactants CC1(C)C(C)(C)OB([C:9]2[CH:14]=[CH:13][N:12]=[C:11]([NH:15][C:16](=[O:18])[CH3:17])[CH:10]=2)O1.Br[C:21]1[CH:22]=[C:23]([NH2:28])[C:24]([CH3:27])=[N:25][CH:26]=1.C(=O)([O-])[O-].[Cs+].[Cs+], predict the reaction product. The product is: [NH2:28][C:23]1[CH:22]=[C:21]([C:9]2[CH:14]=[CH:13][N:12]=[C:11]([NH:15][C:16](=[O:18])[CH3:17])[CH:10]=2)[CH:26]=[N:25][C:24]=1[CH3:27]. (6) Given the reactants Cl[C:2]1[CH:7]=[C:6]([C:8]2[CH:13]=[CH:12][CH:11]=[CH:10][CH:9]=2)[N:5]=[C:4]([NH:14][C:15](=[O:29])[CH2:16][CH2:17][C:18]([C:20]2[CH:21]=[CH:22][C:23]3[O:27][CH2:26][CH2:25][C:24]=3[CH:28]=2)=[O:19])[CH:3]=1.[C:30]1(C2C=CC=CC=2)C=CC=CC=1P(C1CCCCC1)C1CCCCC1.C(=O)([O-])[O-].[K+].[K+].CO[CH:63]([C:74]([OH:76])=[O:75])[CH2:64][C:65]1[CH:66]=[C:67](B(O)O)[CH:68]=[CH:69][CH:70]=1, predict the reaction product. The product is: [O:27]1[C:23]2[CH:22]=[CH:21][C:20]([C:18](=[O:19])[CH2:17][CH2:16][C:15]([NH:14][C:4]3[CH:3]=[C:2]([C:67]4[CH:66]=[C:65]([CH2:64][CH2:63][C:74]([O:76][CH3:30])=[O:75])[CH:70]=[CH:69][CH:68]=4)[CH:7]=[C:6]([C:8]4[CH:13]=[CH:12][CH:11]=[CH:10][CH:9]=4)[N:5]=3)=[O:29])=[CH:28][C:24]=2[CH2:25][CH2:26]1.